Dataset: Experimentally validated miRNA-target interactions with 360,000+ pairs, plus equal number of negative samples. Task: Binary Classification. Given a miRNA mature sequence and a target amino acid sequence, predict their likelihood of interaction. (1) The miRNA is rno-miR-24-3p with sequence UGGCUCAGUUCAGCAGGAACAG. The protein sequence of the target gene is MSVSEIFVELQGFLAAEQDIREEIRKVVQSLEQTAREILTLLQGVHQGTGFQDIPKRCLKAREHFSTVKTHLTSLKTKFPAEQYYRFHEHWRFVLQRLVFLAAFVVYLETETLVTREAVTEILGIEPDREKGFHLDVEDYLSGVLILASELSRLSVNSVTAGDYSRPLHISTFINELDSGFRLLNLKNDSLRKRYDGLKYDVKKVEEVVYDLSIRGFNKETAAACGEK. Result: 0 (no interaction). (2) The miRNA is hsa-miR-3688-3p with sequence UAUGGAAAGACUUUGCCACUCU. The protein sequence of the target gene is MGLAGVCALRRSAGYILVGGAGGQSAAAAARRYSEGEWASGGVRSFSRAAAAMAPIKVGDAIPAVEVFEGEPGNKVNLAELFKGKKGVLFGVPGAFTPGCSKTHLPGFVEQAEALKAKGVQVVACLSVNDAFVTGEWGRAHKAEGKVRLLADPTGAFGKETDLLLDDSLVSIFGNRRLKRFSMVVQDGIVKALNVEPDGTGLTCSLAPNIISQL. Result: 1 (interaction). (3) The miRNA is hsa-miR-505-5p with sequence GGGAGCCAGGAAGUAUUGAUGU. The protein sequence of the target gene is MATGVMLCAARALRPRSWIPGTCQAHVRHTHQRASLLAFWDLIPMRAEPLRKKKKVDPRKDQAAKDRLKKRIRKLEKASQELIPIEDFITPVRFLDKSRQRPQEEHSPEESERRALLLKRWALFKQQEHEMERDAIRSMLEAQQEALEELKLESAELYAEAIKRDTSLFPFEKEGPHYTPPISNYQAPEGRYNDITKVYTQVEFKR. Result: 0 (no interaction). (4) The miRNA is hsa-miR-548j-3p with sequence CAAAAACUGCAUUACUUUUGC. The protein sequence of the target gene is MSVNISTAGKGVDPNTVDTYDSGDDWEIGVGNLIIDLDADLEKDRQKFEMNNSTTTTSSSNSKDCGGPASSGAGATAALADGLKFASVQASAPQGNSHKETSKSKVKRSKTSKDANKSLPSAALYGIPEISSTGKRQEVQGRPGEATGMNSALGQSVSSGGSGNPNSNSTSTSTSAATAGAGSCGKSKEEKPGKSQSSRGAKRDKDAGKSRKDKHDLLQGHQNGSGSQAPSGGHLYGFGAKSNGGGASPFHCGGTGSGSVAAAGEVSKSAPDSGLMGNSMLVKKEEEEEESHRRIKKLKT.... Result: 1 (interaction). (5) The miRNA is rno-miR-200c-3p with sequence UAAUACUGCCGGGUAAUGAUG. The protein sequence of the target gene is MVSSCCGSVCSDQGCGLETCCRPSCCQTTCCRTTCCRPSCCVSSCCRPQCCQSVCCQPTCCRPSCCPSCCQTTCCRTTCCRPSCCVSSCCRPQCCQSVCCQPTCCRPSCSISSCCRPSCCVSRCCRSQCCQSVCCQPTCCRPSCCISSCCRPSCCESSCCRPCCCRPCCCLRPVCGRVSCHTTCYRPTCVISTCPRPLCCASSCC. Result: 0 (no interaction). (6) The miRNA is mmu-miR-411-3p with sequence UAUGUAACACGGUCCACUAACC. The protein sequence of the target gene is MSGGLFYNPFLRPNKGLLKKPDKEYLRLIPKCFQTPGAAGVVDVRGPQPPLCFYQDSLTVVGGDEDGKGMWWRQRAQEGTARPEADTHGSPLDFHVYDILETVYTHEKCAVIPSDKQGYVVPCGIVIKLLGRRKADGASVCVNVFGQQAYFYASAPQGLDVEFAVLSALKASTFDRRTPCRVSVEKVTRRSIMGYGNHAGDYHKITLSHPNSVCHVATWLQDKHGCRIFEANVDATRRFVLDNDFVTFGWYSCRRAIPRLQHRDSYAELEYDCEVGDLSVRREDSSWPSYQALAFDIECL.... Result: 0 (no interaction).